Dataset: Peptide-MHC class I binding affinity with 185,985 pairs from IEDB/IMGT. Task: Regression. Given a peptide amino acid sequence and an MHC pseudo amino acid sequence, predict their binding affinity value. This is MHC class I binding data. (1) The peptide sequence is ATTHSWIPK. The MHC is HLA-A69:01 with pseudo-sequence HLA-A69:01. The binding affinity (normalized) is 0.0847. (2) The peptide sequence is ETWVETWAF. The MHC is HLA-B07:02 with pseudo-sequence HLA-B07:02. The binding affinity (normalized) is 0.0847.